Dataset: Serine/threonine kinase 33 screen with 319,792 compounds. Task: Binary Classification. Given a drug SMILES string, predict its activity (active/inactive) in a high-throughput screening assay against a specified biological target. (1) The drug is o1nc(nc1CN1CCN(CC1)C(c1ccccc1)c1ccccc1)c1ccc(cc1)C. The result is 0 (inactive). (2) The result is 0 (inactive). The molecule is Clc1cc(NC(=O)CSc2n(c(nn2)CN2CCOCC2)c2ccccc2)ccc1OC.